Dataset: Full USPTO retrosynthesis dataset with 1.9M reactions from patents (1976-2016). Task: Predict the reactants needed to synthesize the given product. (1) Given the product [CH3:29][C:24]1[C:23]([CH2:22][N:15]2[CH2:16][C:17](=[O:18])[N:13]([C:11]3[CH:10]=[N:9][N:8]([CH2:7][C:6]4[C:2]([CH3:1])=[N:3][O:4][C:5]=4[CH3:20])[CH:12]=3)[C:14]2=[O:19])=[C:27]([CH3:28])[O:26][N:25]=1, predict the reactants needed to synthesize it. The reactants are: [CH3:1][C:2]1[C:6]([CH2:7][N:8]2[CH:12]=[C:11]([N:13]3[C:17](=[O:18])[CH2:16][NH:15][C:14]3=[O:19])[CH:10]=[N:9]2)=[C:5]([CH3:20])[O:4][N:3]=1.Cl[CH2:22][C:23]1[C:24]([CH3:29])=[N:25][O:26][C:27]=1[CH3:28]. (2) Given the product [C:1]1([C:37]2[CH:38]=[CH:39][CH:40]=[CH:41][CH:42]=2)[CH:2]=[CH:3][C:4]([C:7]2[C:35]([Cl:36])=[CH:34][C:10]3[NH:11][C:12]([O:14][CH:15]4[CH2:20][CH2:19][CH:18]([C:21]([OH:23])=[O:22])[CH2:17][CH2:16]4)=[N:13][C:9]=3[CH:8]=2)=[CH:5][CH:6]=1, predict the reactants needed to synthesize it. The reactants are: [C:1]1([C:37]2[CH:42]=[CH:41][CH:40]=[CH:39][CH:38]=2)[CH:6]=[CH:5][C:4]([C:7]2[C:35]([Cl:36])=[CH:34][C:10]3[N:11](COCC[Si](C)(C)C)[C:12]([O:14][CH:15]4[CH2:20][CH2:19][CH:18]([C:21]([O:23]CC)=[O:22])[CH2:17][CH2:16]4)=[N:13][C:9]=3[CH:8]=2)=[CH:3][CH:2]=1.CCCC[N+](CCCC)(CCCC)CCCC.[F-]. (3) Given the product [CH2:14]([C:18]1[CH:19]=[CH:20][C:21]([C:24]2[CH:29]=[CH:28][C:27]3[C:3]4[CH2:4][C:5]5[C:10](=[CH:9][CH:8]=[C:7]([C:11]#[N:12])[CH:6]=5)[C:2]=4[NH:30][C:26]=3[C:25]=2[F:32])=[CH:22][CH:23]=1)[CH2:15][CH2:16][CH3:17], predict the reactants needed to synthesize it. The reactants are: O=[C:2]1[C:10]2[C:5](=[CH:6][C:7]([C:11]#[N:12])=[CH:8][CH:9]=2)[CH2:4][CH2:3]1.Cl.[CH2:14]([C:18]1[CH:23]=[CH:22][C:21]([C:24]2[CH:29]=[CH:28][CH:27]=[C:26]([NH:30]N)[C:25]=2[F:32])=[CH:20][CH:19]=1)[CH2:15][CH2:16][CH3:17].